Dataset: NCI-60 drug combinations with 297,098 pairs across 59 cell lines. Task: Regression. Given two drug SMILES strings and cell line genomic features, predict the synergy score measuring deviation from expected non-interaction effect. (1) Drug 1: CC1C(C(=O)NC(C(=O)N2CCCC2C(=O)N(CC(=O)N(C(C(=O)O1)C(C)C)C)C)C(C)C)NC(=O)C3=C4C(=C(C=C3)C)OC5=C(C(=O)C(=C(C5=N4)C(=O)NC6C(OC(=O)C(N(C(=O)CN(C(=O)C7CCCN7C(=O)C(NC6=O)C(C)C)C)C)C(C)C)C)N)C. Drug 2: CC1=C(C=C(C=C1)C(=O)NC2=CC(=CC(=C2)C(F)(F)F)N3C=C(N=C3)C)NC4=NC=CC(=N4)C5=CN=CC=C5. Cell line: NCI-H322M. Synergy scores: CSS=7.44, Synergy_ZIP=20.4, Synergy_Bliss=17.4, Synergy_Loewe=9.05, Synergy_HSA=5.33. (2) Cell line: BT-549. Drug 2: C1CN(CCN1C(=O)CCBr)C(=O)CCBr. Synergy scores: CSS=16.2, Synergy_ZIP=-1.49, Synergy_Bliss=-1.53, Synergy_Loewe=-2.16, Synergy_HSA=0.566. Drug 1: COC1=NC(=NC2=C1N=CN2C3C(C(C(O3)CO)O)O)N. (3) Drug 1: C1=NC(=NC(=O)N1C2C(C(C(O2)CO)O)O)N. Drug 2: CC1=C(N=C(N=C1N)C(CC(=O)N)NCC(C(=O)N)N)C(=O)NC(C(C2=CN=CN2)OC3C(C(C(C(O3)CO)O)O)OC4C(C(C(C(O4)CO)O)OC(=O)N)O)C(=O)NC(C)C(C(C)C(=O)NC(C(C)O)C(=O)NCCC5=NC(=CS5)C6=NC(=CS6)C(=O)NCCC[S+](C)C)O. Cell line: MDA-MB-435. Synergy scores: CSS=18.2, Synergy_ZIP=-7.59, Synergy_Bliss=-2.55, Synergy_Loewe=-0.885, Synergy_HSA=-1.25.